Dataset: Forward reaction prediction with 1.9M reactions from USPTO patents (1976-2016). Task: Predict the product of the given reaction. (1) Given the reactants [CH3:1][N:2]([CH2:4][C:5]1[N:6]=[C:7]([C:15]([F:18])([F:17])[F:16])[C:8]([F:14])=[C:9]([CH:13]=1)[C:10]([OH:12])=O)[CH3:3].C(N(CC)C(C)C)(C)C.F[P-](F)(F)(F)(F)F.N1(O[P+](N(C)C)(N(C)C)N(C)C)C2C=CC=CC=2N=N1.[NH:55]1[CH2:60][CH2:59][CH:58]([N:61]2[CH2:64][C:63]([CH2:87][C:88]#[N:89])([N:65]3[CH:69]=[C:68]([C:70]4[C:71]5[CH:78]=[CH:77][N:76](COCC[Si](C)(C)C)[C:72]=5[N:73]=[CH:74][N:75]=4)[CH:67]=[N:66]3)[CH2:62]2)[CH2:57][CH2:56]1, predict the reaction product. The product is: [CH3:3][N:2]([CH2:4][C:5]1[N:6]=[C:7]([C:15]([F:18])([F:17])[F:16])[C:8]([F:14])=[C:9]([CH:13]=1)[C:10]([N:55]1[CH2:56][CH2:57][CH:58]([N:61]2[CH2:62][C:63]([CH2:87][C:88]#[N:89])([N:65]3[CH:69]=[C:68]([C:70]4[C:71]5[CH:78]=[CH:77][NH:76][C:72]=5[N:73]=[CH:74][N:75]=4)[CH:67]=[N:66]3)[CH2:64]2)[CH2:59][CH2:60]1)=[O:12])[CH3:1]. (2) The product is: [CH3:14][NH:15][S:2]([C:5]1[CH:13]=[CH:12][C:8]([C:9]([OH:11])=[O:10])=[CH:7][CH:6]=1)(=[O:4])=[O:3]. Given the reactants Cl[S:2]([C:5]1[CH:13]=[CH:12][C:8]([C:9]([OH:11])=[O:10])=[CH:7][CH:6]=1)(=[O:4])=[O:3].[CH3:14][NH2:15], predict the reaction product. (3) Given the reactants [CH3:1][C:2]1[C:8]([CH3:9])=[CH:7][C:5]([NH2:6])=[C:4]([N+:10]([O-:12])=[O:11])[CH:3]=1.Br[C:14]1[CH:19]=[CH:18][C:17]([CH2:20][CH2:21][OH:22])=[CH:16][CH:15]=1, predict the reaction product. The product is: [CH3:1][C:2]1[C:8]([CH3:9])=[CH:7][C:5]([NH:6][C:16]2[CH:15]=[CH:14][CH:19]=[CH:18][C:17]=2[CH2:20][CH2:21][OH:22])=[C:4]([N+:10]([O-:12])=[O:11])[CH:3]=1. (4) Given the reactants [O:1]1[CH2:6][CH2:5][CH2:4][CH2:3][CH:2]1[O:7][CH:8]1[CH:12]2[O:13][CH2:14][CH:15]([OH:16])[CH:11]2[O:10][CH2:9]1, predict the reaction product. The product is: [O:1]1[CH2:6][CH2:5][CH2:4][CH2:3][CH:2]1[O:7][CH:8]1[CH:12]2[O:13][CH2:14][C:15](=[O:16])[CH:11]2[O:10][CH2:9]1. (5) Given the reactants C([S:4][CH:5]1[CH2:8][N:7]([C:9]2[S:10][CH:11]=[C:12]([C:14]#[N:15])[N:13]=2)[CH2:6]1)(=O)C.C(O)(=O)C.NN.C1(P(O[C:37]2[C@H:38]([CH3:61])[C@H:39]3[C@@H:56]([C@H:57]([OH:59])[CH3:58])[C:55](=[O:60])[N:40]3[C:41]=2[C:42]([O:44][CH2:45][C:46]2[CH:51]=[CH:50][C:49]([N+:52]([O-:54])=[O:53])=[CH:48][CH:47]=2)=[O:43])(C2C=CC=CC=2)=O)C=CC=CC=1.C(N(C(C)C)CC)(C)C.C(=O)([O-])O.[Na+], predict the reaction product. The product is: [C:14]([C:12]1[N:13]=[C:9]([N:7]2[CH2:8][CH:5]([S:4][C:37]3[C@H:38]([CH3:61])[C@@H:39]4[C@@H:56]([C@H:57]([OH:59])[CH3:58])[C:55](=[O:60])[N:40]4[C:41]=3[C:42]([O:44][CH2:45][C:46]3[CH:47]=[CH:48][C:49]([N+:52]([O-:54])=[O:53])=[CH:50][CH:51]=3)=[O:43])[CH2:6]2)[S:10][CH:11]=1)#[N:15]. (6) Given the reactants [Cl:1][C:2]1[CH:3]=[CH:4][C:5]2[N:9]=[C:8](I)[N:7]([CH3:11])[C:6]=2[CH:12]=1.C(=O)([O-])[O-].[Na+].[Na+].CC1(C)C(C)(C)OB([C:27]2[CH:28]=[N:29][CH:30]=[C:31]([CH:34]=2)[CH:32]=[O:33])O1, predict the reaction product. The product is: [Cl:1][C:2]1[CH:3]=[CH:4][C:5]2[N:9]=[C:8]([C:27]3[CH:28]=[N:29][CH:30]=[C:31]([CH:34]=3)[CH:32]=[O:33])[N:7]([CH3:11])[C:6]=2[CH:12]=1. (7) The product is: [CH:1]1([CH2:4][O:5][C:6]2[CH:14]=[CH:13][C:9]3[O:10][CH2:11][O:12][C:8]=3[C:7]=2[C:15]2[C:16]3[NH:23][CH:22]=[C:21]([C:24]([NH:75][C@@H:76]([CH2:106][N:107]([CH3:109])[CH3:108])[C:77]([N:79]4[CH2:84][CH2:83][CH:82]([N:85]5[N:94]=[C:93]([C:95]6[CH:100]=[CH:99][C:98]([O:101][CH3:102])=[C:97]([O:103][CH3:104])[CH:96]=6)[C@@H:92]6[C@@H:87]([CH2:88][CH2:89][CH2:90][CH2:91]6)[C:86]5=[O:105])[CH2:81][CH2:80]4)=[O:78])=[O:26])[C:17]=3[N:18]=[CH:19][N:20]=2)[CH2:2][CH2:3]1. Given the reactants [CH:1]1([CH2:4][O:5][C:6]2[CH:14]=[CH:13][C:9]3[O:10][CH2:11][O:12][C:8]=3[C:7]=2[C:15]2[C:16]3[NH:23][CH:22]=[C:21]([C:24]([OH:26])=O)[C:17]=3[N:18]=[CH:19][N:20]=2)[CH2:3][CH2:2]1.[B-](F)(F)(F)F.CCOC(C(C#N)=NOC(N(C)C)=[N+](C)C)=O.C1C=NC2N(O)N=NC=2C=1.CCN(C(C)C)C(C)C.FC(F)(F)C(O)=O.[NH2:75][C@@H:76]([CH2:106][N:107]([CH3:109])[CH3:108])[C:77]([N:79]1[CH2:84][CH2:83][CH:82]([N:85]2[N:94]=[C:93]([C:95]3[CH:100]=[CH:99][C:98]([O:101][CH3:102])=[C:97]([O:103][CH3:104])[CH:96]=3)[C@@H:92]3[C@@H:87]([CH2:88][CH2:89][CH2:90][CH2:91]3)[C:86]2=[O:105])[CH2:81][CH2:80]1)=[O:78], predict the reaction product. (8) Given the reactants [C:1]([C:4]1[CH:9]=[C:8]([Br:10])[CH:7]=[CH:6][C:5]=1[OH:11])(=[O:3])[CH3:2].N1CC[CH2:15][CH2:14][CH2:13]1.FC(F)(F)C(O)=O, predict the reaction product. The product is: [Br:10][C:8]1[CH:9]=[C:4]2[C:5](=[CH:6][CH:7]=1)[O:11][C:14]([CH3:15])([CH3:13])[CH2:2][C:1]2=[O:3]. (9) Given the reactants [CH3:1][O:2][C:3](=[O:12])[CH2:4][C:5]1[CH:10]=[CH:9][CH:8]=[CH:7][C:6]=1[NH2:11].C(=O)([O-])[O-].[K+].[K+].Br[CH2:20][C:21]([O:23][C:24]([CH3:27])([CH3:26])[CH3:25])=[O:22], predict the reaction product. The product is: [CH3:1][O:2][C:3](=[O:12])[CH2:4][C:5]1[CH:10]=[CH:9][CH:8]=[CH:7][C:6]=1[NH:11][CH2:20][C:21]([O:23][C:24]([CH3:27])([CH3:26])[CH3:25])=[O:22]. (10) Given the reactants [NH2:1][C:2]1[S:3][C:4]2[C:10]([N+:11]([O-:13])=[O:12])=[C:9]([O:14][C:15]3[CH:16]=[C:17]([NH:21][C:22](=[O:34])[C:23]4[CH:28]=[CH:27][CH:26]=[C:25]([C:29]([C:32]#[N:33])([CH3:31])[CH3:30])[CH:24]=4)[CH:18]=[CH:19][CH:20]=3)[CH:8]=[CH:7][C:5]=2[N:6]=1.Cl[CH2:36][C:37](Cl)=[O:38].C(N(CC)CC)C.[CH3:47][N:48]1[CH2:53][CH2:52][NH:51][CH2:50][CH2:49]1, predict the reaction product. The product is: [C:32]([C:29]([C:25]1[CH:24]=[C:23]([CH:28]=[CH:27][CH:26]=1)[C:22]([NH:21][C:17]1[CH:18]=[CH:19][CH:20]=[C:15]([O:14][C:9]2[CH:8]=[CH:7][C:5]3[N:6]=[C:2]([NH:1][C:37](=[O:38])[CH2:36][N:51]4[CH2:52][CH2:53][N:48]([CH3:47])[CH2:49][CH2:50]4)[S:3][C:4]=3[C:10]=2[N+:11]([O-:13])=[O:12])[CH:16]=1)=[O:34])([CH3:30])[CH3:31])#[N:33].